Dataset: Reaction yield outcomes from USPTO patents with 853,638 reactions. Task: Predict the reaction yield, written as a fraction of the theoretical maximum amount of product (1.0 means a 100% yield; for example, 0.34 means a 34% yield). (1) The reactants are [C:1]1([C:21]2[CH:26]=[CH:25][CH:24]=[CH:23][CH:22]=2)[CH:6]=[CH:5][CH:4]=[CH:3][C:2]=1[N:7]1[C:16](=[O:17])[C:15]2[C:10](=[CH:11][CH:12]=[CH:13][C:14]=2[Cl:18])[N:9]=[C:8]1[CH2:19]Cl.O.[SH:28][C:29]1[N:37]=[CH:36][N:35]=[C:34]2[C:30]=1[NH:31][CH:32]=[N:33]2.C([O-])([O-])=O.[K+].[K+]. The catalyst is CN(C=O)C. The product is [C:1]1([C:21]2[CH:22]=[CH:23][CH:24]=[CH:25][CH:26]=2)[CH:6]=[CH:5][CH:4]=[CH:3][C:2]=1[N:7]1[C:16](=[O:17])[C:15]2[C:10](=[CH:11][CH:12]=[CH:13][C:14]=2[Cl:18])[N:9]=[C:8]1[CH2:19][S:28][C:29]1[N:37]=[CH:36][N:35]=[C:34]2[C:30]=1[N:31]=[CH:32][NH:33]2. The yield is 0.840. (2) The reactants are [CH2:1]([O:5][C:6]1[N:14]=[C:13]2[C:9]([N:10]=[C:11]([O:37][CH3:38])[N:12]2[CH2:15][C:16]2[CH:21]=[CH:20][C:19]([O:22][CH2:23][CH2:24][CH2:25][N:26]3C(=O)C4=CC=CC=C4C3=O)=[CH:18][CH:17]=2)=[C:8]([NH2:39])[N:7]=1)[CH2:2][CH2:3][CH3:4].O.NN. The catalyst is C(O)C. The product is [NH2:26][CH2:25][CH2:24][CH2:23][O:22][C:19]1[CH:20]=[CH:21][C:16]([CH2:15][N:12]2[C:11]([O:37][CH3:38])=[N:10][C:9]3[C:13]2=[N:14][C:6]([O:5][CH2:1][CH2:2][CH2:3][CH3:4])=[N:7][C:8]=3[NH2:39])=[CH:17][CH:18]=1. The yield is 0.910. (3) The yield is 0.770. The product is [C:32]([C:30]1[CH:31]=[C:27]([NH:26][C:25]([NH:8][CH2:7][C:6]2[CH:9]=[C:2]([F:1])[CH:3]=[CH:4][C:5]=2[O:10][C:11]2[CH:20]=[CH:19][C:14]3[C:15]([CH3:18])=[N:16][O:17][C:13]=3[CH:12]=2)=[O:24])[N:28]([C:36]2[CH:41]=[CH:40][C:39]([CH3:42])=[CH:38][CH:37]=2)[N:29]=1)([CH3:35])([CH3:33])[CH3:34]. The catalyst is CN(C=O)C. The reactants are [F:1][C:2]1[CH:3]=[CH:4][C:5]([O:10][C:11]2[CH:20]=[CH:19][C:14]3[C:15]([CH3:18])=[N:16][O:17][C:13]=3[CH:12]=2)=[C:6]([CH:9]=1)[CH2:7][NH2:8].FC(F)(F)C[O:24][C:25](=O)[NH:26][C:27]1[N:28]([C:36]2[CH:41]=[CH:40][C:39]([CH3:42])=[CH:38][CH:37]=2)[N:29]=[C:30]([C:32]([CH3:35])([CH3:34])[CH3:33])[CH:31]=1.C(N(C(C)C)CC)(C)C. (4) The reactants are ClC(Cl)(Cl)C(Cl)(Cl)Cl.[F:9][C:10]1[CH:11]=[CH:12][C:13]([NH:16][NH:17][C:18]([N:20]2[CH:25]3[CH2:26][CH2:27][CH:21]2[CH2:22][CH2:23][CH2:24]3)=O)=[N:14][CH:15]=1.C(N(CC)CC)C.C1(P(C2C=CC=CC=2)C2C=CC=CC=2)C=CC=CC=1. The catalyst is C1COCC1. The product is [CH:25]12[N:20]([C:18]3[N:14]4[CH:15]=[C:10]([F:9])[CH:11]=[CH:12][C:13]4=[N:16][N:17]=3)[CH:21]([CH2:27][CH2:26]1)[CH2:22][CH2:23][CH2:24]2. The yield is 0.760. (5) The reactants are Cl.[N:2]1([CH:7]([OH:9])C)[CH2:6][CH2:5][CH2:4][CH2:3]1.[F:10][C:11]1[CH:12]=[C:13](O)[CH:14]=[C:15]([F:17])[CH:16]=1.C(=O)([O-])[O-].[Cs+].[Cs+].[I-].[Na+]. The catalyst is CN(C=O)C. The product is [F:10][C:11]1[CH:12]=[C:13]([CH:14]=[C:15]([F:17])[CH:16]=1)[O:9][CH2:7][N:2]1[CH2:6][CH2:5][CH2:4][CH2:3]1. The yield is 0.500. (6) The reactants are C[O:2][C:3](=[O:24])[CH:4]=[CH:5][C:6]1[CH:11]=[CH:10][CH:9]=[C:8]([S:12](=[O:23])(=[O:22])[NH:13][CH2:14][CH2:15][C:16]2[CH:21]=[CH:20][CH:19]=[CH:18][CH:17]=2)[CH:7]=1.CO. No catalyst specified. The product is [CH2:14]([NH:13][S:12]([C:8]1[CH:7]=[C:6]([CH:5]=[CH:4][C:3]([OH:24])=[O:2])[CH:11]=[CH:10][CH:9]=1)(=[O:23])=[O:22])[CH2:15][C:16]1[CH:21]=[CH:20][CH:19]=[CH:18][CH:17]=1. The yield is 0.770. (7) The reactants are Cl.[Cl:2][C:3]1[CH:4]=[C:5]([N:9]2[C:13]([CH2:14][NH2:15])=[CH:12][C:11]([C:16]([F:19])([F:18])[F:17])=[N:10]2)[CH:6]=[CH:7][CH:8]=1.[OH:20][CH2:21][CH:22]([C:25]1[CH:30]=[CH:29][C:28]([NH:31][C:32](=O)[O:33]C2C=CC=CC=2)=[CH:27][C:26]=1[F:41])[CH2:23][OH:24]. The catalyst is CN(C=O)C.O. The product is [Cl:2][C:3]1[CH:4]=[C:5]([N:9]2[C:13]([CH2:14][NH:15][C:32]([NH:31][C:28]3[CH:29]=[CH:30][C:25]([CH:22]([CH2:21][OH:20])[CH2:23][OH:24])=[C:26]([F:41])[CH:27]=3)=[O:33])=[CH:12][C:11]([C:16]([F:17])([F:18])[F:19])=[N:10]2)[CH:6]=[CH:7][CH:8]=1. The yield is 0.360. (8) The reactants are C(N(CC)CC)C.[F:8][C:9]1[CH:27]=[CH:26][C:12]([CH2:13][O:14][C:15]2[CH:20]=[CH:19][C:18]([CH2:21]/[C:22](=[N:24]/[OH:25])/[NH2:23])=[CH:17][CH:16]=2)=[CH:11][CH:10]=1.[CH3:28][C:29]1[CH:37]=[CH:36][CH:35]=[C:34]([CH3:38])[C:30]=1[C:31](Cl)=[O:32]. The catalyst is C1COCC1. The product is [CH3:28][C:29]1[CH:37]=[CH:36][CH:35]=[C:34]([CH3:38])[C:30]=1[C:31]([O:25]/[N:24]=[C:22](\[NH2:23])/[CH2:21][C:18]1[CH:19]=[CH:20][C:15]([O:14][CH2:13][C:12]2[CH:11]=[CH:10][C:9]([F:8])=[CH:27][CH:26]=2)=[CH:16][CH:17]=1)=[O:32]. The yield is 0.425. (9) The reactants are [Cl:1][C:2]1[CH:39]=[CH:38][C:5]([CH2:6][N:7]([CH2:28][C:29]2[CH:34]=[CH:33][C:32]([CH:35]([CH3:37])[CH3:36])=[CH:31][CH:30]=2)[C:8](=[O:27])[CH2:9][O:10][C:11]2[CH:16]=[CH:15][C:14]([CH2:17][C@H:18]([O:24][CH2:25][CH3:26])[C:19]([O:21]CC)=[O:20])=[CH:13][CH:12]=2)=[CH:4][CH:3]=1.[Li+].[OH-].Cl. The catalyst is C(#N)C. The product is [Cl:1][C:2]1[CH:3]=[CH:4][C:5]([CH2:6][N:7]([CH2:28][C:29]2[CH:30]=[CH:31][C:32]([CH:35]([CH3:36])[CH3:37])=[CH:33][CH:34]=2)[C:8](=[O:27])[CH2:9][O:10][C:11]2[CH:12]=[CH:13][C:14]([CH2:17][C@H:18]([O:24][CH2:25][CH3:26])[C:19]([OH:21])=[O:20])=[CH:15][CH:16]=2)=[CH:38][CH:39]=1. The yield is 0.930.